From a dataset of Reaction yield outcomes from USPTO patents with 853,638 reactions. Predict the reaction yield, written as a fraction of the theoretical maximum amount of product (1.0 means a 100% yield; for example, 0.34 means a 34% yield). (1) The reactants are C(N(CC)CC)C.C([Mg]Cl)(C)C.Br[C:14]1[C:15]([O:22][CH3:23])=[N:16][CH:17]=[C:18]([Cl:21])[C:19]=1[CH3:20].ClC1C(C)=C([Mg]Cl)C(OC)=NC=1.[CH3:36][O:37][C:38]1[C:45]([O:46][CH3:47])=[C:44]([O:48][CH3:49])[CH:43]=[C:42]([CH3:50])[C:39]=1[CH:40]=[O:41]. The catalyst is O1CCCC1.O. The product is [CH3:36][O:37][C:38]1[C:45]([O:46][CH3:47])=[C:44]([O:48][CH3:49])[CH:43]=[C:42]([CH3:50])[C:39]=1[CH:40]([C:14]1[C:15]([O:22][CH3:23])=[N:16][CH:17]=[C:18]([Cl:21])[C:19]=1[CH3:20])[OH:41]. The yield is 0.700. (2) The reactants are [Br:1][C:2]1[CH:10]=[CH:9][C:5]([C:6]([NH2:8])=O)=[C:4]([F:11])[CH:3]=1.COC(OC)[N:15]([CH3:17])C.O.[NH2:21]N. The catalyst is C(O)(=O)C. The product is [Br:1][C:2]1[CH:10]=[CH:9][C:5]([C:6]2[NH:15][CH:17]=[N:21][N:8]=2)=[C:4]([F:11])[CH:3]=1. The yield is 0.681. (3) The reactants are [BH4-].[Na+].[NH2:3][C@H:4]([C:10]1[CH:15]=[CH:14][C:13]([C:16]#[N:17])=[CH:12][CH:11]=1)[CH2:5][C:6](OC)=[O:7]. The catalyst is CO. The product is [NH2:3][C@H:4]([C:10]1[CH:11]=[CH:12][C:13]([C:16]#[N:17])=[CH:14][CH:15]=1)[CH2:5][CH2:6][OH:7]. The yield is 0.191. (4) The reactants are [C:1]([O:5][C:6]([N:8]1[CH2:12][CH2:11][CH2:10][C:9]1([CH2:23][CH2:24][CH2:25][CH3:26])[CH:13]([C:15]1[CH:20]=[CH:19][C:18]([Cl:21])=[C:17]([Cl:22])[CH:16]=1)[OH:14])=[O:7])([CH3:4])([CH3:3])[CH3:2]. The catalyst is C(Cl)Cl. The product is [C:1]([O:5][C:6]([N:8]1[CH2:12][CH2:11][CH2:10][C:9]1([CH2:23][CH2:24][CH2:25][CH3:26])[C:13](=[O:14])[C:15]1[CH:20]=[CH:19][C:18]([Cl:21])=[C:17]([Cl:22])[CH:16]=1)=[O:7])([CH3:4])([CH3:3])[CH3:2]. The yield is 0.850. (5) The reactants are [Br:1][C:2]1[CH:7]=[C:6]([F:8])[CH:5]=[CH:4][C:3]=1[CH:9]1[N:14]=[C:13]([C:15]2[S:16][CH:17]=[CH:18][N:19]=2)[NH:12][C:11]([CH2:20][N:21]2[CH2:26][CH2:25][O:24][CH2:23][C@H:22]2[C:27](O)=[O:28])=[C:10]1[C:30]([O:32][CH2:33][CH3:34])=[O:31].[NH2:35][CH2:36][CH2:37][OH:38]. No catalyst specified. The product is [Br:1][C:2]1[CH:7]=[C:6]([F:8])[CH:5]=[CH:4][C:3]=1[CH:9]1[C:10]([C:30]([O:32][CH2:33][CH3:34])=[O:31])=[C:11]([CH2:20][N:21]2[CH2:26][CH2:25][O:24][CH2:23][C@H:22]2[C:27](=[O:28])[NH:35][CH2:36][CH2:37][OH:38])[NH:12][C:13]([C:15]2[S:16][CH:17]=[CH:18][N:19]=2)=[N:14]1. The yield is 0.560.